From a dataset of NCI-60 drug combinations with 297,098 pairs across 59 cell lines. Regression. Given two drug SMILES strings and cell line genomic features, predict the synergy score measuring deviation from expected non-interaction effect. (1) Drug 1: CC1=C2C(C(=O)C3(C(CC4C(C3C(C(C2(C)C)(CC1OC(=O)C(C(C5=CC=CC=C5)NC(=O)OC(C)(C)C)O)O)OC(=O)C6=CC=CC=C6)(CO4)OC(=O)C)OC)C)OC. Drug 2: CCCS(=O)(=O)NC1=C(C(=C(C=C1)F)C(=O)C2=CNC3=C2C=C(C=N3)C4=CC=C(C=C4)Cl)F. Cell line: MDA-MB-435. Synergy scores: CSS=72.1, Synergy_ZIP=4.16, Synergy_Bliss=3.07, Synergy_Loewe=-1.02, Synergy_HSA=6.58. (2) Drug 1: C1=CC(=C2C(=C1NCCNCCO)C(=O)C3=C(C=CC(=C3C2=O)O)O)NCCNCCO. Drug 2: C(CN)CNCCSP(=O)(O)O. Cell line: SK-MEL-2. Synergy scores: CSS=60.4, Synergy_ZIP=0.632, Synergy_Bliss=5.00, Synergy_Loewe=-40.2, Synergy_HSA=4.97.